Predict the product of the given reaction. From a dataset of Forward reaction prediction with 1.9M reactions from USPTO patents (1976-2016). (1) Given the reactants [CH3:1][O:2][C:3](=[O:10])[CH2:4][O:5][CH2:6][CH2:7][CH2:8][CH3:9].C([N-]C(C)C)(C)C.[Li+].[CH2:19]([O:26][C:27]1[CH:34]=[CH:33][C:30]([CH:31]=[O:32])=[C:29]([CH3:35])[CH:28]=1)[C:20]1[CH:25]=[CH:24][CH:23]=[CH:22][CH:21]=1, predict the reaction product. The product is: [CH3:1][O:2][C:3](=[O:10])[CH:4]([O:5][CH2:6][CH2:7][CH2:8][CH3:9])[CH:31]([C:30]1[CH:33]=[CH:34][C:27]([O:26][CH2:19][C:20]2[CH:25]=[CH:24][CH:23]=[CH:22][CH:21]=2)=[CH:28][C:29]=1[CH3:35])[OH:32]. (2) Given the reactants Cl.[C:2]([NH:6][OH:7])([CH3:5])([CH3:4])[CH3:3].[CH3:8][O:9][CH2:10][O:11][S:12]([C:15]1[C:20]([CH:21]=O)=[CH:19][CH:18]=[C:17]([S:23]([O:26][CH2:27][O:28][CH3:29])(=[O:25])=[O:24])[N:16]=1)(=[O:14])=[O:13], predict the reaction product. The product is: [C:2]([N+:6]([O-:7])=[CH:21][C:20]1[C:15]([S:12]([O:11][CH2:10][O:9][CH3:8])(=[O:13])=[O:14])=[N:16][C:17]([S:23]([O:26][CH2:27][O:28][CH3:29])(=[O:24])=[O:25])=[CH:18][CH:19]=1)([CH3:5])([CH3:4])[CH3:3]. (3) Given the reactants [Br:1][C:2]1[CH:9]=[CH:8][CH:7]=[C:4]([CH:5]=O)[C:3]=1[OH:10].[Br:11][C:12]1[CH:25]=[CH:24][C:15]([NH:16][S:17]([CH2:20][C:21](O)=[O:22])(=[O:19])=[O:18])=[CH:14][CH:13]=1, predict the reaction product. The product is: [Br:11][C:12]1[CH:13]=[CH:14][C:15]([NH:16][S:17]([C:20]2[C:21](=[O:22])[O:10][C:3]3[C:4]([CH:5]=2)=[CH:7][CH:8]=[CH:9][C:2]=3[Br:1])(=[O:19])=[O:18])=[CH:24][CH:25]=1. (4) Given the reactants C([O:4][CH2:5][C@@H:6]1[C@@H:11]([O:12]C(=O)C)[C@H:10]([O:16]C(=O)C)[C@H:9]([F:20])[C@@H:8]([O:21][C:22]2[CH:27]=[CH:26][C:25](Br)=[CH:24][C:23]=2[C:29]([F:32])([F:31])[F:30])[O:7]1)(=O)C.[CH3:33][NH:34][C:35]([C:37]1[CH:38]=[C:39](B(O)O)[CH:40]=[CH:41][CH:42]=1)=[O:36], predict the reaction product. The product is: [F:20][C@H:9]1[C@@H:10]([OH:16])[C@H:11]([OH:12])[C@@H:6]([CH2:5][OH:4])[O:7][C@@H:8]1[O:21][C:22]1[CH:27]=[CH:26][C:25]([C:41]2[CH:42]=[C:37]([CH:38]=[CH:39][CH:40]=2)[C:35]([NH:34][CH3:33])=[O:36])=[CH:24][C:23]=1[C:29]([F:32])([F:30])[F:31]. (5) Given the reactants Cl.[CH3:2][O:3][C:4]1[CH:27]=[CH:26][C:7]([C:8]([CH:10]2[CH2:15][CH2:14][N:13]([CH:16]3[CH2:20][CH2:19][N:18]([CH2:21][C:22](=[NH:24])[NH2:23])[C:17]3=[O:25])[CH2:12][CH2:11]2)=[O:9])=[CH:6][CH:5]=1.O=[C:29]1[CH2:33][CH2:32][CH2:31][CH:30]1[C:34](OC)=[O:35].[O-]CC.[Na+], predict the reaction product. The product is: [CH3:2][O:3][C:4]1[CH:5]=[CH:6][C:7]([C:8]([CH:10]2[CH2:15][CH2:14][N:13]([CH:16]3[CH2:20][CH2:19][N:18]([CH2:21][C:22]4[NH:23][C:34](=[O:35])[C:30]5[CH2:31][CH2:32][CH2:33][C:29]=5[N:24]=4)[C:17]3=[O:25])[CH2:12][CH2:11]2)=[O:9])=[CH:26][CH:27]=1. (6) Given the reactants [Cl:1][C:2]1[CH:32]=[CH:31][C:5]([CH2:6][N:7]2[C:12](=[N:13][C:14]3[CH:19]=[CH:18][C:17](I)=[C:16]([CH3:21])[CH:15]=3)[NH:11][C:10](=[O:22])[N:9]([CH2:23][C@@H:24]([C:26]([O:28][CH3:29])=[O:27])[CH3:25])[C:8]2=[O:30])=[CH:4][CH:3]=1.[C:33]([CH:35]1[CH2:37][CH2:36]1)#[CH:34].C(N(CC)CC)C.C(O)(=O)CC(CC(O)=O)(C(O)=O)O, predict the reaction product. The product is: [Cl:1][C:2]1[CH:32]=[CH:31][C:5]([CH2:6][N:7]2[C:12](=[N:13][C:14]3[CH:19]=[CH:18][C:17]([C:34]#[C:33][CH:35]4[CH2:37][CH2:36]4)=[C:16]([CH3:21])[CH:15]=3)[NH:11][C:10](=[O:22])[N:9]([CH2:23][C@@H:24]([C:26]([O:28][CH3:29])=[O:27])[CH3:25])[C:8]2=[O:30])=[CH:4][CH:3]=1. (7) Given the reactants Br[C:2]1[CH:3]=[C:4]([N:13]2[C:17]([C:18]([F:21])([F:20])[F:19])=[N:16][N:15]=[N:14]2)[CH:5]=[CH:6][C:7]=1[O:8][C:9]([F:12])([F:11])[F:10].[CH3:22][N:23](C=O)C, predict the reaction product. The product is: [F:10][C:9]([F:12])([F:11])[O:8][C:7]1[CH:6]=[CH:5][C:4]([N:13]2[C:17]([C:18]([F:21])([F:20])[F:19])=[N:16][N:15]=[N:14]2)=[CH:3][C:2]=1[C:22]#[N:23]. (8) Given the reactants [F:1][C:2]([F:14])([F:13])[C:3]1[CH:4]=[C:5]([NH:9][C:10]([NH2:12])=[S:11])[CH:6]=[CH:7][CH:8]=1.[C:15]([C:17]1[CH:24]=[CH:23][C:20]([CH:21]=O)=[CH:19][CH:18]=1)#[N:16].[CH3:25][N:26]([CH3:33])[C:27](=[O:32])[CH2:28][C:29](=O)[CH3:30], predict the reaction product. The product is: [C:15]([C:17]1[CH:24]=[CH:23][C:20]([CH:21]2[C:28]([C:27]([N:26]([CH3:33])[CH3:25])=[O:32])=[C:29]([CH3:30])[N:9]([C:5]3[CH:6]=[CH:7][CH:8]=[C:3]([C:2]([F:1])([F:13])[F:14])[CH:4]=3)[C:10](=[S:11])[NH:12]2)=[CH:19][CH:18]=1)#[N:16]. (9) Given the reactants [CH3:1][C@@:2]1([OH:19])[C@H:6]([OH:7])[C@@H:5]([CH2:8][OH:9])[O:4][C@H:3]1[N:10]1[CH:17]=[C:16](F)[C:14]([NH2:15])=[N:13][C:11]1=[O:12].C[C@@]1(O)[C@H](O)[C@@H](CO)O[C@H]1N1C=C(F)C(=O)NC1=O, predict the reaction product. The product is: [CH3:1][C@@:2]1([OH:19])[C@H:6]([OH:7])[C@@H:5]([CH2:8][OH:9])[O:4][C@H:3]1[N:10]1[CH:17]=[CH:16][C:14]([NH2:15])=[N:13][C:11]1=[O:12].